This data is from Full USPTO retrosynthesis dataset with 1.9M reactions from patents (1976-2016). The task is: Predict the reactants needed to synthesize the given product. (1) Given the product [Cl:28][C:29]1[CH:34]=[CH:33][C:32]([O:13][CH:14]2[CH2:19][CH2:18][N:17]([C:20]([O:22][C:23]([CH3:26])([CH3:25])[CH3:24])=[O:21])[CH2:16][CH:15]2[CH3:27])=[CH:31][CH:30]=1, predict the reactants needed to synthesize it. The reactants are: N(C(OCC)=O)=NC(OCC)=O.[OH:13][CH:14]1[CH2:19][CH2:18][N:17]([C:20]([O:22][C:23]([CH3:26])([CH3:25])[CH3:24])=[O:21])[CH2:16][CH:15]1[CH3:27].[Cl:28][C:29]1[CH:34]=[CH:33][C:32](O)=[CH:31][CH:30]=1.C1(P(C2C=CC=CC=2)C2C=CC=CC=2)C=CC=CC=1. (2) Given the product [CH3:59][N:60]([CH3:80])[CH2:61][CH2:62][CH2:63][O:64][C:23]1[CH:22]=[CH:21][C:20]([C:17]2[CH:18]=[C:19]3[C:9]4[C:10](=[CH:11][N:12]=[C:7]([C:3]5[CH:2]=[N:1][CH:6]=[CH:5][CH:4]=5)[CH:8]=4)[NH:13][C:14]3=[N:15][CH:16]=2)=[CH:27][N:26]=1, predict the reactants needed to synthesize it. The reactants are: [N:1]1[CH:6]=[CH:5][CH:4]=[C:3]([C:7]2[CH:8]=[C:9]3[C:19]4[C:14](=[N:15][CH:16]=[C:17]([C:20]5C=C[C:23]([N:26]6CCN(C(OC(C)(C)C)=O)C[CH2:27]6)=[CH:22][CH:21]=5)[CH:18]=4)[NH:13][C:10]3=[CH:11][N:12]=2)[CH:2]=1.BrC1C=C2C3C(=CN=C(C4C=NC=CC=4)C=3)NC2=NC=1.[CH3:59][N:60]([CH3:80])[CH2:61][CH2:62][CH2:63][O:64]C1C=CC(B2OC(C)(C)C(C)(C)O2)=CN=1.